From a dataset of Catalyst prediction with 721,799 reactions and 888 catalyst types from USPTO. Predict which catalyst facilitates the given reaction. (1) Reactant: C([O:8][CH2:9][CH3:10])(OCC)OCC.[CH3:11][C:12]1[NH:13][CH:14]=[C:15](C)[C:16]=1[C:17]1[CH2:18][CH2:19][N:20]([CH3:23])[CH2:21][CH:22]=1. Product: [CH3:14][C:15]1[C:16]([C:17]2[CH2:22][CH2:21][N:20]([CH3:23])[CH2:19][CH:18]=2)=[C:12]([CH3:11])[NH:13][C:10]=1[CH:9]=[O:8]. The catalyst class is: 67. (2) Reactant: Br[CH2:2][C:3](=O)[C:4]([O:6][CH2:7][CH3:8])=[O:5].[CH3:10][C:11]1[CH:12]=[CH:13][C:14]([NH2:17])=[N:15][CH:16]=1. Product: [CH3:10][C:11]1[CH:12]=[CH:13][C:14]2[N:15]([CH:2]=[C:3]([C:4]([O:6][CH2:7][CH3:8])=[O:5])[N:17]=2)[CH:16]=1. The catalyst class is: 8.